This data is from Forward reaction prediction with 1.9M reactions from USPTO patents (1976-2016). The task is: Predict the product of the given reaction. (1) Given the reactants [F:1][C:2]1[CH:8]=[CH:7][C:5]([NH2:6])=[C:4]([N+:9]([O-:11])=[O:10])[CH:3]=1.O[CH2:13][CH:14]([CH2:16]O)O.[Na+].[N+](C1C=C(S([O-])(=O)=O)C=CC=1)([O-])=O.OS(O)(=O)=O.O, predict the reaction product. The product is: [F:1][C:2]1[CH:8]=[C:7]2[C:5](=[C:4]([N+:9]([O-:11])=[O:10])[CH:3]=1)[N:6]=[CH:16][CH:14]=[CH:13]2. (2) The product is: [Cl:1][C:2]1[CH:3]=[C:4]([C:8]2[CH:9]=[CH:10][C:11]3[C:17](=[O:18])[C:16]([CH3:19])([CH3:20])[CH2:15][CH2:14][NH:13][C:12]=3[N:28]=2)[CH:5]=[CH:6][CH:7]=1. Given the reactants [Cl:1][C:2]1[CH:3]=[C:4]([C:8]2[CH:9]=[CH:10][C:11]3[C:17](=[O:18])[C:16]([CH3:20])([CH3:19])[CH2:15][CH2:14][N:13](C(OC(C)(C)C)=O)[C:12]=3[N:28]=2)[CH:5]=[CH:6][CH:7]=1, predict the reaction product. (3) Given the reactants [C:1]([C:4]1[NH:13][C:12](=[O:14])[C:11]2[C:6](=[CH:7][C:8]([C:15]([F:18])([F:17])[F:16])=[CH:9][CH:10]=2)[N:5]=1)([CH3:3])=[CH2:2].[Si]([CH:23]=[N+:24]=[N-:25])(C)(C)C, predict the reaction product. The product is: [CH3:2][C:1]1([C:4]2[NH:13][C:12](=[O:14])[C:11]3[C:6](=[CH:7][C:8]([C:15]([F:17])([F:18])[F:16])=[CH:9][CH:10]=3)[N:5]=2)[CH2:3][CH:23]=[N:24][NH:25]1.